The task is: Predict the reaction yield, written as a fraction of the theoretical maximum amount of product (1.0 means a 100% yield; for example, 0.34 means a 34% yield).. This data is from Reaction yield outcomes from USPTO patents with 853,638 reactions. (1) The reactants are Cl[C:2]1[CH:7]=[CH:6][N:5]2[N:8]=[CH:9][C:10]([C:11]3[CH:16]=[CH:15][CH:14]=[C:13]([Cl:17])[CH:12]=3)=[C:4]2[N:3]=1.[NH2:18][CH:19]1[CH2:24][CH2:23][C:22](=[O:25])[CH2:21][CH2:20]1.CCN(C(C)C)C(C)C. The catalyst is CC(O)C.C([O-])(O)=O.[Na+]. The product is [Cl:17][C:13]1[CH:12]=[C:11]([C:10]2[CH:9]=[N:8][N:5]3[CH:6]=[CH:7][C:2]([NH:18][CH:19]4[CH2:24][CH2:23][C:22](=[O:25])[CH2:21][CH2:20]4)=[N:3][C:4]=23)[CH:16]=[CH:15][CH:14]=1. The yield is 0.240. (2) The reactants are [C:1]([O:5][C:6]([NH:8][C@H:9]([C:17]([OH:19])=O)[CH2:10][C:11]1[CH:16]=[CH:15][CH:14]=[CH:13][CH:12]=1)=[O:7])([CH3:4])([CH3:3])[CH3:2].[CH2:20]([Cl:22])[Cl:21].C([N-]C(C)C)(C)C.[Li+].[Cl-].[NH4+]. The catalyst is O1CCCC1.CCCCCCC.C(C1C=CC=CC=1)C. The product is [C:1]([O:5][C:6]([NH:8][C@@H:9]([CH2:10][C:11]1[CH:12]=[CH:13][CH:14]=[CH:15][CH:16]=1)[C:17](=[O:19])[CH:20]([Cl:22])[Cl:21])=[O:7])([CH3:2])([CH3:3])[CH3:4]. The yield is 0.360. (3) The catalyst is COCCOC.C1C=CC([P]([Pd]([P](C2C=CC=CC=2)(C2C=CC=CC=2)C2C=CC=CC=2)([P](C2C=CC=CC=2)(C2C=CC=CC=2)C2C=CC=CC=2)[P](C2C=CC=CC=2)(C2C=CC=CC=2)C2C=CC=CC=2)(C2C=CC=CC=2)C2C=CC=CC=2)=CC=1. The reactants are [CH:1]([O:4][C:5]([N:7]1[CH2:11][CH2:10][C@H:9]([N:12]([C:25]2[N:30]=[CH:29][C:28](Br)=[CH:27][N:26]=2)[CH2:13][C:14]2[CH:19]=[C:18]([C:20]([F:23])([F:22])[F:21])[CH:17]=[C:16]([Cl:24])[CH:15]=2)[CH2:8]1)=[O:6])([CH3:3])[CH3:2].[CH3:32][N:33]1[CH:37]=[CH:36][C:35](B2OC(C)(C)C(C)(C)O2)=[N:34]1.C(=O)([O-])O.[Na+].O. The product is [CH:1]([O:4][C:5]([N:7]1[CH2:11][CH2:10][C@H:9]([N:12]([CH2:13][C:14]2[CH:19]=[C:18]([C:20]([F:23])([F:22])[F:21])[CH:17]=[C:16]([Cl:24])[CH:15]=2)[C:25]2[N:30]=[CH:29][C:28]([C:36]3[CH:35]=[N:34][N:33]([CH3:32])[CH:37]=3)=[CH:27][N:26]=2)[CH2:8]1)=[O:6])([CH3:3])[CH3:2]. The yield is 0.670. (4) The reactants are Cl.[N:2]1[CH:7]=[CH:6][CH:5]=[C:4]([CH2:8][C:9]([OH:11])=O)[CH:3]=1.[P:12]([OH:15])([OH:14])[OH:13].[P:16](=O)([OH:19])([OH:18])[OH:17].P(Cl)(Cl)(Cl)=O. The catalyst is O.C1(C)C=CC=CC=1. The product is [CH:6]1[CH:7]=[N:2][CH:3]=[C:4]([CH2:8][C:9]([P:16]([OH:19])([OH:18])=[O:17])([P:12]([OH:15])([OH:14])=[O:13])[OH:11])[CH:5]=1. The yield is 0.680. (5) The reactants are CC1(C)C(C)(C)OB([C:9]2[CH:10]=[N:11][C:12]([N:15]3[CH2:19][CH2:18][CH2:17][C@H:16]3[C:20]([F:23])([F:22])[F:21])=[N:13][CH:14]=2)O1.Br[C:26]1[N:31]=[C:30]([NH2:32])[CH:29]=[CH:28][CH:27]=1.C(=O)([O-])[O-].[Na+].[Na+]. The catalyst is C1C=CC([P]([Pd]([P](C2C=CC=CC=2)(C2C=CC=CC=2)C2C=CC=CC=2)([P](C2C=CC=CC=2)(C2C=CC=CC=2)C2C=CC=CC=2)[P](C2C=CC=CC=2)(C2C=CC=CC=2)C2C=CC=CC=2)(C2C=CC=CC=2)C2C=CC=CC=2)=CC=1.O1CCOCC1. The product is [F:23][C:20]([F:21])([F:22])[C@@H:16]1[CH2:17][CH2:18][CH2:19][N:15]1[C:12]1[N:13]=[CH:14][C:9]([C:26]2[N:31]=[C:30]([NH2:32])[CH:29]=[CH:28][CH:27]=2)=[CH:10][N:11]=1. The yield is 0.830. (6) No catalyst specified. The yield is 0.420. The reactants are [F:1][C:2]1[CH:3]=[C:4]([NH2:24])[CH:5]=[CH:6][C:7]=1[O:8][C:9]1[CH:14]=[CH:13][N:12]=[C:11]2[CH:15]=[C:16]([C:18]3[N:22]([CH3:23])[CH:21]=[N:20][CH:19]=3)[S:17][C:10]=12.[C:25]1([CH2:31][C:32]([N:34]=[C:35]=[O:36])=[O:33])[CH:30]=[CH:29][CH:28]=[CH:27][CH:26]=1. The product is [F:1][C:2]1[CH:3]=[C:4]([NH:24][C:35]([NH:34][C:32](=[O:33])[CH2:31][C:25]2[CH:26]=[CH:27][CH:28]=[CH:29][CH:30]=2)=[O:36])[CH:5]=[CH:6][C:7]=1[O:8][C:9]1[CH:14]=[CH:13][N:12]=[C:11]2[CH:15]=[C:16]([C:18]3[N:22]([CH3:23])[CH:21]=[N:20][CH:19]=3)[S:17][C:10]=12.